From a dataset of Full USPTO retrosynthesis dataset with 1.9M reactions from patents (1976-2016). Predict the reactants needed to synthesize the given product. Given the product [F:32][C:24]1[C:25]([OH:31])=[CH:26][C:27]([CH3:30])=[C:28]([F:29])[C:23]=1[NH:22][C:4](=[O:6])[C:3]1[CH:7]=[C:8]([C:11]2[CH:16]=[CH:15][CH:14]=[C:13]([F:17])[CH:12]=2)[CH:9]=[CH:10][C:2]=1[F:1], predict the reactants needed to synthesize it. The reactants are: [F:1][C:2]1[CH:10]=[CH:9][C:8]([C:11]2[CH:16]=[CH:15][CH:14]=[C:13]([F:17])[CH:12]=2)=[CH:7][C:3]=1[C:4]([OH:6])=O.O=S(Cl)Cl.[NH2:22][C:23]1[C:24]([F:32])=[C:25]([OH:31])[CH:26]=[C:27]([CH3:30])[C:28]=1[F:29].O.